This data is from Reaction yield outcomes from USPTO patents with 853,638 reactions. The task is: Predict the reaction yield, written as a fraction of the theoretical maximum amount of product (1.0 means a 100% yield; for example, 0.34 means a 34% yield). (1) The reactants are [Cl:1][C:2]1[CH:7]=[C:6]([C:8](=[N:10][OH:11])[CH3:9])[C:5]([C:12]#[C:13][C:14]2[CH:19]=[C:18]([F:20])[CH:17]=[CH:16][C:15]=2[CH3:21])=[CH:4][N:3]=1. The catalyst is C(Cl)(Cl)Cl.[N+]([O-])([O-])=O.[Ag+]. The product is [Cl:1][C:2]1[CH:7]=[C:6]2[C:5]([CH:12]=[C:13]([C:14]3[CH:19]=[C:18]([F:20])[CH:17]=[CH:16][C:15]=3[CH3:21])[N+:10]([O-:11])=[C:8]2[CH3:9])=[CH:4][N:3]=1. The yield is 0.500. (2) The reactants are [C:1]([CH2:3][CH2:4][C:5]([C:14]1[CH:19]=[CH:18][C:17]([N+:20]([O-:22])=[O:21])=[CH:16][C:15]=1[F:23])(C(OC)=O)C(OC)=O)#[N:2].[Cl-].[Na+].O. The catalyst is CS(C)=O. The product is [F:23][C:15]1[CH:16]=[C:17]([N+:20]([O-:22])=[O:21])[CH:18]=[CH:19][C:14]=1[CH2:5][CH2:4][CH2:3][C:1]#[N:2]. The yield is 0.650. (3) The reactants are C[Al](C)C.[CH3:5][O:6][C:7]1[CH:8]=[C:9]([CH2:15][CH2:16][C:17]2[CH:18]=[C:19]([NH2:22])[NH:20][N:21]=2)[CH:10]=[C:11]([O:13][CH3:14])[CH:12]=1.Cl[C:24]1[N:25]=[CH:26][C:27]([C:30]([O:32]C)=O)=[N:28][CH:29]=1.[C:34]1([CH3:40])[CH:39]=[CH:38][CH:37]=[CH:36]C=1. No catalyst specified. The product is [CH2:40]1[CH:34]2[CH2:39][CH2:38][CH2:37][CH2:36][N:28]2[CH2:29][CH2:24][N:25]1[C:24]1[N:25]=[CH:26][C:27]([C:30]([NH:22][C:19]2[NH:20][N:21]=[C:17]([CH2:16][CH2:15][C:9]3[CH:8]=[C:7]([O:6][CH3:5])[CH:12]=[C:11]([O:13][CH3:14])[CH:10]=3)[CH:18]=2)=[O:32])=[N:28][CH:29]=1. The yield is 0.630. (4) The reactants are [CH3:1][O:2][C:3]1[CH:12]=[C:11]2[C:6]([C:7]([CH3:14])=[N:8][NH:9][C:10]2=O)=[CH:5][CH:4]=1.O=P(Cl)(Cl)[Cl:17]. No catalyst specified. The product is [Cl:17][C:10]1[C:11]2[C:6](=[CH:5][CH:4]=[C:3]([O:2][CH3:1])[CH:12]=2)[C:7]([CH3:14])=[N:8][N:9]=1. The yield is 1.00. (5) The reactants are [CH:1]([N:4]1[C:8]([C:9]2[N:18]=[C:17]3[N:11]([CH2:12][CH2:13][O:14][C:15]4[CH:22]=[C:21]([CH:23]5[CH2:28][CH2:27][N:26]([C:29]([CH3:33])([CH3:32])[C:30]#[N:31])[CH2:25][CH2:24]5)[CH:20]=[CH:19][C:16]=43)[CH:10]=2)=[N:7][C:6]([CH3:34])=[N:5]1)([CH3:3])[CH3:2].S(=O)(=O)(O)[OH:36]. The catalyst is C(=O)([O-])[O-].[Na+].[Na+]. The product is [CH:1]([N:4]1[C:8]([C:9]2[N:18]=[C:17]3[C:16]4[CH:19]=[CH:20][C:21]([CH:23]5[CH2:28][CH2:27][N:26]([C:29]([CH3:32])([CH3:33])[C:30]([NH2:31])=[O:36])[CH2:25][CH2:24]5)=[CH:22][C:15]=4[O:14][CH2:13][CH2:12][N:11]3[CH:10]=2)=[N:7][C:6]([CH3:34])=[N:5]1)([CH3:3])[CH3:2]. The yield is 0.0900. (6) The reactants are [CH3:1][N:2]1[C:6]([C:7]([NH:9][C:10]2[CH:11]=[C:12]([C:16]#[C:17][C:18]3[CH:19]=[N:20][CH:21]=[C:22]([CH:26]=3)[C:23](O)=[O:24])[CH:13]=[CH:14][CH:15]=2)=[O:8])=[CH:5][C:4]([CH3:27])=[N:3]1.[CH3:28][S:29]([C:32]1[CH:37]=[CH:36][C:35]([CH2:38][CH2:39][C:40]([O:42][CH3:43])=[O:41])=[CH:34][CH:33]=1)(=[NH:31])=[O:30].F[P-](F)(F)(F)(F)F.N1(O[P+](N(C)C)(N(C)C)N(C)C)C2C=CC=CC=2N=N1.CCN(C(C)C)C(C)C. The catalyst is CN(C=O)C.CCOC(C)=O. The product is [CH3:1][N:2]1[C:6]([C:7]([NH:9][C:10]2[CH:11]=[C:12]([C:16]#[C:17][C:18]3[CH:26]=[C:22]([C:23]([N:31]=[S:29]([C:32]4[CH:33]=[CH:34][C:35]([CH2:38][CH2:39][C:40]([O:42][CH3:43])=[O:41])=[CH:36][CH:37]=4)([CH3:28])=[O:30])=[O:24])[CH:21]=[N:20][CH:19]=3)[CH:13]=[CH:14][CH:15]=2)=[O:8])=[CH:5][C:4]([CH3:27])=[N:3]1. The yield is 0.450. (7) The reactants are [NH2:1][CH2:2][C@@H:3]([F:8])[C:4]([CH3:7])([OH:6])[CH3:5].Cl[C:10]([O:12][C:13]1[CH:18]=[CH:17][CH:16]=[CH:15][CH:14]=1)=[O:11].N1C=CC=CC=1. The catalyst is C(Cl)Cl. The product is [F:8][C@@H:3]([C:4]([OH:6])([CH3:7])[CH3:5])[CH2:2][NH:1][C:10](=[O:11])[O:12][C:13]1[CH:18]=[CH:17][CH:16]=[CH:15][CH:14]=1. The yield is 0.650. (8) The reactants are [OH-].[Na+].[Cl:3][C:4]1[CH:29]=[C:28]([C:30]([NH:32][CH2:33][C:34]2[CH:39]=[CH:38][CH:37]=[C:36]([OH:40])[CH:35]=2)=[O:31])[CH:27]=[C:26]([Cl:41])[C:5]=1[C:6]([NH:8][C@H:9]([C:22]([O:24]C)=[O:23])[CH2:10][NH:11][C:12](=[O:21])[C:13]1[CH:18]=[C:17]([F:19])[CH:16]=[C:15]([F:20])[CH:14]=1)=[O:7]. The catalyst is CO. The product is [Cl:3][C:4]1[CH:29]=[C:28]([C:30]([NH:32][CH2:33][C:34]2[CH:39]=[CH:38][CH:37]=[C:36]([OH:40])[CH:35]=2)=[O:31])[CH:27]=[C:26]([Cl:41])[C:5]=1[C:6]([NH:8][C@H:9]([C:22]([OH:24])=[O:23])[CH2:10][NH:11][C:12](=[O:21])[C:13]1[CH:14]=[C:15]([F:20])[CH:16]=[C:17]([F:19])[CH:18]=1)=[O:7]. The yield is 0.390. (9) The product is [CH3:12][O:11][C:8]1[CH:9]=[CH:10][C:2]([O:1][CH2:20][C:21]([C:23]2[S:24][CH:25]=[CH:26][CH:27]=2)=[O:22])=[C:3]2[C:7]=1[CH2:6][CH2:5][CH2:4]2. The yield is 0.598. The reactants are [OH:1][C:2]1[CH:10]=[CH:9][C:8]([O:11][CH3:12])=[C:7]2[C:3]=1[CH2:4][CH2:5][CH2:6]2.C(=O)([O-])[O-].[K+].[K+].Br[CH2:20][C:21]([C:23]1[S:24][CH:25]=[CH:26][CH:27]=1)=[O:22].O. The catalyst is CC(C)=O.